This data is from Full USPTO retrosynthesis dataset with 1.9M reactions from patents (1976-2016). The task is: Predict the reactants needed to synthesize the given product. Given the product [CH3:23][C:22]1[O:21][C:20]([C:24]2[CH:25]=[CH:26][CH:27]=[CH:28][CH:29]=2)=[N:19][C:18]=1[CH2:17][O:16][C:13]1[CH:12]=[CH:11][C:10]([C:8]([C:3]2[CH:4]=[CH:5][CH:6]=[CH:7][C:2]=2[O:1][CH:31]([CH3:35])[C:32]([OH:34])=[O:33])=[O:9])=[CH:15][CH:14]=1, predict the reactants needed to synthesize it. The reactants are: [OH:1][C:2]1[CH:7]=[CH:6][CH:5]=[CH:4][C:3]=1[C:8]([C:10]1[CH:15]=[CH:14][C:13]([O:16][CH2:17][C:18]2[N:19]=[C:20]([C:24]3[CH:29]=[CH:28][CH:27]=[CH:26][CH:25]=3)[O:21][C:22]=2[CH3:23])=[CH:12][CH:11]=1)=[O:9].Br[CH:31]([CH3:35])[C:32]([O-:34])=[O:33].C(=O)([O-])[O-].[K+].[K+].CN(C)C=O.